Dataset: Full USPTO retrosynthesis dataset with 1.9M reactions from patents (1976-2016). Task: Predict the reactants needed to synthesize the given product. (1) The reactants are: [F:1][C:2]([F:28])([F:27])[C:3]1[CH:8]=[CH:7][C:6]([C:9]2[C:13]3[CH:14]=[CH:15][C:16]([CH2:18][CH2:19][CH2:20][CH2:21]OS(C)(=O)=O)=[CH:17][C:12]=3[S:11][N:10]=2)=[CH:5][CH:4]=1.[CH3:29][NH:30][CH3:31]. Given the product [CH3:29][N:30]([CH3:31])[CH2:21][CH2:20][CH2:19][CH2:18][C:16]1[CH:15]=[CH:14][C:13]2[C:9]([C:6]3[CH:7]=[CH:8][C:3]([C:2]([F:28])([F:27])[F:1])=[CH:4][CH:5]=3)=[N:10][S:11][C:12]=2[CH:17]=1, predict the reactants needed to synthesize it. (2) The reactants are: C([N:8]1[CH:12]=[C:11]([CH2:13][CH2:14][CH2:15][OH:16])[C:10]([CH:17]([CH2:20][CH3:21])[CH2:18][CH3:19])=[N:9]1)C1C=CC=CC=1.C(N(C(C)C)C(C)C)C.[O:31]1[CH2:35]CC[CH2:32]1.COCCl. Given the product [CH2:18]([CH:17]([C:10]1[C:11]([CH2:13][CH2:14][CH2:15][O:16][CH2:32][O:31][CH3:35])=[CH:12][NH:8][N:9]=1)[CH2:20][CH3:21])[CH3:19], predict the reactants needed to synthesize it. (3) Given the product [Cl:1][C:2]1[CH:3]=[CH:4][C:5]([S:8]([N:11]([CH2:18][C:19]2[CH:20]=[CH:21][C:22]([C:23]([OH:25])=[O:24])=[CH:27][CH:28]=2)[C@H:12]([C@@H:15]([OH:17])[CH3:16])[CH2:13][OH:14])(=[O:10])=[O:9])=[CH:6][CH:7]=1, predict the reactants needed to synthesize it. The reactants are: [Cl:1][C:2]1[CH:7]=[CH:6][C:5]([S:8]([N:11]([CH2:18][C:19]2[CH:28]=[CH:27][C:22]([C:23]([O:25]C)=[O:24])=[CH:21][CH:20]=2)[C@H:12]([C@@H:15]([OH:17])[CH3:16])[CH2:13][OH:14])(=[O:10])=[O:9])=[CH:4][CH:3]=1.O.[OH-].[Li+]. (4) Given the product [C:6]([O:10][C:11]([NH:13][C:14]1[S:15][C:16]([Cl:70])=[C:17]([C:19](=[N:49][O:50][C:51]([C:64]2[CH:69]=[CH:68][CH:67]=[CH:66][CH:65]=2)([C:52]2[CH:53]=[CH:54][CH:55]=[CH:56][CH:57]=2)[C:58]2[CH:63]=[CH:62][CH:61]=[CH:60][CH:59]=2)[C:20]([NH:22][C@@H:23]2[C:30](=[O:31])[N:29]3[C@@H:24]2[S:25][CH2:26][C:27]([CH2:48][CH:3]=[O:4])=[C:28]3[C:32]([O:34][CH:35]([C:42]2[CH:43]=[CH:44][CH:45]=[CH:46][CH:47]=2)[C:36]2[CH:41]=[CH:40][CH:39]=[CH:38][CH:37]=2)=[O:33])=[O:21])[N:18]=1)=[O:12])([CH3:7])([CH3:8])[CH3:9], predict the reactants needed to synthesize it. The reactants are: CN(C)[CH:3]=[O:4].[C:6]([O:10][C:11]([NH:13][C:14]1[S:15][C:16]([Cl:70])=[C:17]([C:19](=[N:49][O:50][C:51]([C:64]2[CH:69]=[CH:68][CH:67]=[CH:66][CH:65]=2)([C:58]2[CH:63]=[CH:62][CH:61]=[CH:60][CH:59]=2)[C:52]2[CH:57]=[CH:56][CH:55]=[CH:54][CH:53]=2)[C:20]([NH:22][C@@H:23]2[C:30](=[O:31])[N:29]3[C@@H:24]2[S:25][CH2:26][C:27]([CH3:48])=[C:28]3[C:32]([O:34][CH:35]([C:42]2[CH:47]=[CH:46][CH:45]=[CH:44][CH:43]=2)[C:36]2[CH:41]=[CH:40][CH:39]=[CH:38][CH:37]=2)=[O:33])=[O:21])[N:18]=1)=[O:12])([CH3:9])([CH3:8])[CH3:7].C(OC(N(C)C)N(C)C)(C)(C)C. (5) The reactants are: Cl.[NH2:2][C@@H:3]1[CH2:8][CH2:7][C@H:6]([NH:9][C:10](=[O:25])[CH2:11][NH:12][C:13](=[O:24])[C:14]2[CH:19]=[CH:18][CH:17]=[C:16]([C:20]([F:23])([F:22])[F:21])[CH:15]=2)[CH2:5][CH2:4]1.O[C:27]1([C:34]2[CH:39]=[CH:38][CH:37]=[CH:36][CH:35]=2)[CH2:32][CH2:31][C:30](=O)[CH2:29][CH2:28]1.C(O[BH-](OC(=O)C)OC(=O)C)(=O)C.[Na+].C(=O)(O)[O-].[Na+]. Given the product [O:25]=[C:10]([NH:9][C@H:6]1[CH2:5][CH2:4][C@@H:3]([NH:2][CH:37]2[CH2:38][CH2:39][C:34]([C:27]3[CH:32]=[CH:31][CH:30]=[CH:29][CH:28]=3)=[CH:35][CH2:36]2)[CH2:8][CH2:7]1)[CH2:11][NH:12][C:13](=[O:24])[C:14]1[CH:19]=[CH:18][CH:17]=[C:16]([C:20]([F:23])([F:22])[F:21])[CH:15]=1, predict the reactants needed to synthesize it. (6) Given the product [Br:1][C:2]1[CH:9]=[CH:8][C:5]([CH2:6][N:14]2[C:22]3[C:17](=[CH:18][C:19]([CH:23]=[O:24])=[CH:20][CH:21]=3)[CH:16]=[N:15]2)=[C:4]([C:10]([F:13])([F:12])[F:11])[CH:3]=1, predict the reactants needed to synthesize it. The reactants are: [Br:1][C:2]1[CH:9]=[CH:8][C:5]([CH2:6]Br)=[C:4]([C:10]([F:13])([F:12])[F:11])[CH:3]=1.[NH:14]1[C:22]2[C:17](=[CH:18][C:19]([CH:23]=[O:24])=[CH:20][CH:21]=2)[CH:16]=[N:15]1. (7) Given the product [N+:31]([C:34]1[CH:35]=[CH:36][C:37]([C:38]([O:40][C@@:6]2([OH:8])[CH2:7][C@H:2]([CH3:1])[CH2:3][CH2:4][C@H:5]2[CH:9]([CH3:11])[CH3:10])=[O:39])=[CH:41][CH:42]=1)([O-:33])=[O:32].[CH:2]1([CH3:1])[CH2:3][CH2:4][CH:5]([CH:9]([CH3:10])[CH3:11])[CH:6]([OH:8])[CH2:7]1, predict the reactants needed to synthesize it. The reactants are: [CH3:1][C@H:2]1[CH2:7][C@@H:6]([OH:8])[C@H:5]([CH:9]([CH3:11])[CH3:10])[CH2:4][CH2:3]1.C1(P(C2C=CC=CC=2)C2C=CC=CC=2)C=CC=CC=1.[N+:31]([C:34]1[CH:42]=[CH:41][C:37]([C:38]([OH:40])=[O:39])=[CH:36][CH:35]=1)([O-:33])=[O:32].C(OC(N=NC(OC(C)C)=O)=O)(C)C.C1(C)C=CC=CC=1.